Dataset: Forward reaction prediction with 1.9M reactions from USPTO patents (1976-2016). Task: Predict the product of the given reaction. (1) Given the reactants [NH2:1][CH2:2][C:3]1[O:7][C:6]([CH2:8][OH:9])=[CH:5][CH:4]=1.[Cl:10][C:11]1[C:16]([Cl:17])=[CH:15][CH:14]=[CH:13][C:12]=1[S:18]([NH:21][C:22]1[C:27](Cl)=[N:26][C:25]([Cl:29])=[CH:24][N:23]=1)(=[O:20])=[O:19], predict the reaction product. The product is: [NH2:1][CH2:2][C:3]1[O:7][C:6]([CH2:8][O:9][C:27]2[C:22]([NH:21][S:18]([C:12]3[CH:13]=[CH:14][CH:15]=[C:16]([Cl:17])[C:11]=3[Cl:10])(=[O:20])=[O:19])=[N:23][CH:24]=[C:25]([Cl:29])[N:26]=2)=[CH:5][CH:4]=1. (2) Given the reactants C(NC(C)C)(C)C.C([Li])CCC.[N+:13](=[CH:15][C:16]([O:18][CH2:19][CH3:20])=[O:17])=[N-:14].[CH3:21][Si:22]([CH3:40])([CH3:39])[CH2:23][CH2:24][O:25][CH2:26][N:27]1[CH:31]=[C:30]([CH:32]2[CH2:37][CH2:36][C:35](=[O:38])[CH2:34][CH2:33]2)[CH:29]=[N:28]1, predict the reaction product. The product is: [N+:13](=[C:15]([C:35]1([OH:38])[CH2:34][CH2:33][CH:32]([C:30]2[CH:29]=[N:28][N:27]([CH2:26][O:25][CH2:24][CH2:23][Si:22]([CH3:39])([CH3:21])[CH3:40])[CH:31]=2)[CH2:37][CH2:36]1)[C:16]([O:18][CH2:19][CH3:20])=[O:17])=[N-:14]. (3) The product is: [Cl:1][C:2]1[CH:7]=[CH:6][N:5]=[C:4]([CH2:8][NH:9][C:10]2[O:11][C:12]3[C:18]([O:19][CH3:20])=[CH:17][C:16]([C:21]([N:29]4[C@@H:28]([C@H:31]([OH:33])[CH3:32])[CH2:27][O:26][CH:25]([CH3:24])[CH2:30]4)=[O:23])=[CH:15][C:13]=3[N:14]=2)[CH:3]=1. Given the reactants [Cl:1][C:2]1[CH:7]=[CH:6][N:5]=[C:4]([CH2:8][NH:9][C:10]2[O:11][C:12]3[C:18]([O:19][CH3:20])=[CH:17][C:16]([C:21]([OH:23])=O)=[CH:15][C:13]=3[N:14]=2)[CH:3]=1.[CH3:24][CH:25]1[CH2:30][NH:29][C@@H:28]([C@H:31]([OH:33])[CH3:32])[CH2:27][O:26]1.C(N(CC)C(C)C)(C)C.CN(C(ON1N=NC2C=CC=NC1=2)=[N+](C)C)C.F[P-](F)(F)(F)(F)F, predict the reaction product. (4) Given the reactants [N-:1]=[N+:2]=[N-:3].[Na+].Cl[CH2:6][CH2:7][O:8][C:9]1[CH:35]=[CH:34][C:12]2[C@:13]3([OH:33])[C@@H:18]([OH:19])[CH2:17][C@@H:16]([C:20]4[CH:25]=[CH:24][CH:23]=[CH:22][CH:21]=4)[C@:14]3([C:26]3[CH:31]=[CH:30][C:29]([Cl:32])=[CH:28][CH:27]=3)[O:15][C:11]=2[CH:10]=1, predict the reaction product. The product is: [N:1]([CH2:6][CH2:7][O:8][C:9]1[CH:35]=[CH:34][C:12]2[C@:13]3([OH:33])[C@@H:18]([OH:19])[CH2:17][C@@H:16]([C:20]4[CH:25]=[CH:24][CH:23]=[CH:22][CH:21]=4)[C@:14]3([C:26]3[CH:27]=[CH:28][C:29]([Cl:32])=[CH:30][CH:31]=3)[O:15][C:11]=2[CH:10]=1)=[N+:2]=[N-:3]. (5) The product is: [Br:3][C:4]1[N:5]=[C:6]2[CH:12]=[CH:11][N:10]([CH2:20][O:19][CH2:18][CH2:17][Si:14]([CH3:16])([CH3:15])[CH3:13])[C:7]2=[N:8][CH:9]=1. Given the reactants [H-].[Na+].[Br:3][C:4]1[N:5]=[C:6]2[CH:12]=[CH:11][NH:10][C:7]2=[N:8][CH:9]=1.[CH3:13][Si:14]([CH2:17][CH2:18][O:19][CH2:20]Cl)([CH3:16])[CH3:15], predict the reaction product.